Task: Predict the product of the given reaction.. Dataset: Forward reaction prediction with 1.9M reactions from USPTO patents (1976-2016) (1) Given the reactants CO[CH2:3][N:4]([CH2:10][C:11]1[CH:16]=[CH:15][CH:14]=[CH:13][CH:12]=1)[CH2:5][Si](C)(C)C.[Cl:17][C:18]1[CH:19]=[C:20](/[CH:25]=[CH:26]/[C:27](=[O:29])[CH3:28])[CH:21]=[CH:22][C:23]=1[Cl:24].FC(F)(F)C(O)=O, predict the reaction product. The product is: [CH2:10]([N:4]1[CH2:3][CH:25]([C:20]2[CH:21]=[CH:22][C:23]([Cl:24])=[C:18]([Cl:17])[CH:19]=2)[CH:26]([C:27](=[O:29])[CH3:28])[CH2:5]1)[C:11]1[CH:12]=[CH:13][CH:14]=[CH:15][CH:16]=1. (2) Given the reactants Cl[C:2]1[C:11]2[C:6](=[CH:7][C:8]([O:14][CH2:15][CH:16]3[CH2:21][CH2:20][N:19]([CH2:22][CH2:23][S:24]([CH3:27])(=[O:26])=[O:25])[CH2:18][CH2:17]3)=[C:9]([O:12][CH3:13])[CH:10]=2)[N:5]=[CH:4][N:3]=1.[OH:28][C:29]1[CH:38]=[C:37]2[C:32]([CH:33]=[CH:34][C:35]([CH3:39])=[N:36]2)=[CH:31][CH:30]=1, predict the reaction product. The product is: [CH3:13][O:12][C:9]1[CH:10]=[C:11]2[C:6](=[CH:7][C:8]=1[O:14][CH2:15][CH:16]1[CH2:21][CH2:20][N:19]([CH2:22][CH2:23][S:24]([CH3:27])(=[O:26])=[O:25])[CH2:18][CH2:17]1)[N:5]=[CH:4][N:3]=[C:2]2[O:28][C:29]1[CH:38]=[C:37]2[C:32]([CH:33]=[CH:34][C:35]([CH3:39])=[N:36]2)=[CH:31][CH:30]=1. (3) Given the reactants [N+:1]([O-:4])(O)=[O:2].[Cl:5][C:6]1[C:11]([CH3:12])=[CH:10][C:9]([O:13][CH3:14])=[CH:8][N+:7]=1[O-:15].C(=O)([O-])[O-].[Na+].[Na+], predict the reaction product. The product is: [Cl:5][C:6]1[C:11]([CH3:12])=[C:10]([N+:1]([O-:4])=[O:2])[C:9]([O:13][CH3:14])=[CH:8][N+:7]=1[O-:15]. (4) Given the reactants N1CCC1.C([Li])CCC.[CH3:10][S:11]([CH2:14][C:15]1[CH:20]=[C:19]([F:21])[CH:18]=[C:17]([F:22])[CH:16]=1)(=[O:13])=[O:12].[CH:23]([N:36]1[CH2:39][C:38](=[O:40])[CH2:37]1)([C:30]1[CH:35]=[CH:34][CH:33]=[CH:32][CH:31]=1)[C:24]1[CH:29]=[CH:28][CH:27]=[CH:26][CH:25]=1.[C:41](Cl)(=[O:43])[CH3:42], predict the reaction product. The product is: [C:41]([O:40][C:38]1([CH:14]([C:15]2[CH:20]=[C:19]([F:21])[CH:18]=[C:17]([F:22])[CH:16]=2)[S:11]([CH3:10])(=[O:12])=[O:13])[CH2:39][N:36]([CH:23]([C:30]2[CH:35]=[CH:34][CH:33]=[CH:32][CH:31]=2)[C:24]2[CH:25]=[CH:26][CH:27]=[CH:28][CH:29]=2)[CH2:37]1)(=[O:43])[CH3:42]. (5) Given the reactants [O:1]1[C:6]2[CH:7]=[CH:8][C:9]([NH:11][C:12]3[CH:17]=[C:16](I)[CH:15]=[CH:14][N:13]=3)=[CH:10][C:5]=2[O:4][CH2:3][CH2:2]1.[CH3:19][N:20]([C:22]1[CH:27]=[CH:26][CH:25]=[CH:24][C:23]=1B(O)O)[CH3:21], predict the reaction product. The product is: [O:1]1[C:6]2[CH:7]=[CH:8][C:9]([NH:11][C:12]3[CH:17]=[C:16]([C:25]4[CH:26]=[CH:27][C:22]([N:20]([CH3:21])[CH3:19])=[CH:23][CH:24]=4)[CH:15]=[CH:14][N:13]=3)=[CH:10][C:5]=2[O:4][CH2:3][CH2:2]1. (6) Given the reactants C(N(CC)CC)C.O.[NH:9]1[CH2:17][CH2:16][CH:12]([C:13]([OH:15])=[O:14])[CH2:11][CH2:10]1.[C:18](=O)([O:24]C(C)(C)C)[O:19][C:20]([CH3:23])([CH3:22])[CH3:21], predict the reaction product. The product is: [C:20]([O:19][C:18]([N:9]1[CH2:17][CH2:16][CH:12]([C:13]([OH:15])=[O:14])[CH2:11][CH2:10]1)=[O:24])([CH3:23])([CH3:22])[CH3:21]. (7) Given the reactants [NH2:1][C:2]([CH3:15])([CH3:14])[C:3]#[C:4][CH2:5][O:6][Si:7]([C:10]([CH3:13])([CH3:12])[CH3:11])([CH3:9])[CH3:8].[CH2:16]([O:18][CH:19]([O:23][C:24]1[CH:29]=[C:28]([Cl:30])[CH:27]=[C:26]([Cl:31])[CH:25]=1)[C:20](O)=[O:21])[CH3:17].ON1C2C=CC=CC=2N=N1.Cl.CN(C)CCCN=C=NCC, predict the reaction product. The product is: [Cl:30][C:28]1[CH:29]=[C:24]([CH:25]=[C:26]([Cl:31])[CH:27]=1)[O:23][CH:19]([O:18][CH2:16][CH3:17])[C:20]([NH:1][C:2]([CH3:15])([CH3:14])[C:3]#[C:4][CH2:5][O:6][Si:7]([C:10]([CH3:13])([CH3:12])[CH3:11])([CH3:8])[CH3:9])=[O:21]. (8) Given the reactants [OH:1][CH2:2][CH2:3][CH2:4][NH:5][C:6]1[CH:13]=[CH:12][C:9]([C:10]#[N:11])=[CH:8][C:7]=1[N+:14]([O-])=O, predict the reaction product. The product is: [NH2:14][C:7]1[CH:8]=[C:9]([CH:12]=[CH:13][C:6]=1[NH:5][CH2:4][CH2:3][CH2:2][OH:1])[C:10]#[N:11].